Task: Regression. Given two drug SMILES strings and cell line genomic features, predict the synergy score measuring deviation from expected non-interaction effect.. Dataset: NCI-60 drug combinations with 297,098 pairs across 59 cell lines Drug 1: CC=C1C(=O)NC(C(=O)OC2CC(=O)NC(C(=O)NC(CSSCCC=C2)C(=O)N1)C(C)C)C(C)C. Drug 2: C1=NC2=C(N1)C(=S)N=CN2. Cell line: U251. Synergy scores: CSS=29.3, Synergy_ZIP=-4.78, Synergy_Bliss=2.71, Synergy_Loewe=0.494, Synergy_HSA=0.889.